This data is from Reaction yield outcomes from USPTO patents with 853,638 reactions. The task is: Predict the reaction yield, written as a fraction of the theoretical maximum amount of product (1.0 means a 100% yield; for example, 0.34 means a 34% yield). (1) The reactants are Cl[C:2]1[CH:7]=[C:6]([Cl:8])[N:5]=[C:4]([S:9][C:10]2[CH:15]=[CH:14][C:13]([NH:16][C:17](=[O:23])[CH2:18][C:19]([F:22])([F:21])[F:20])=[CH:12][CH:11]=2)[N:3]=1.[S:24]1[C:28]([NH2:29])=[N:27][CH:26]=[N:25]1.CC1(C)C2C(=C(P(C3C=CC=CC=3)C3C=CC=CC=3)C=CC=2)OC2C(P(C3C=CC=CC=3)C3C=CC=CC=3)=CC=CC1=2. The catalyst is C1C=CC(/C=C/C(/C=C/C2C=CC=CC=2)=O)=CC=1.C1C=CC(/C=C/C(/C=C/C2C=CC=CC=2)=O)=CC=1.C1C=CC(/C=C/C(/C=C/C2C=CC=CC=2)=O)=CC=1.[Pd].[Pd]. The product is [S:24]1[C:28]([NH:29][C:2]2[CH:7]=[C:6]([Cl:8])[N:5]=[C:4]([S:9][C:10]3[CH:15]=[CH:14][C:13]([NH:16][C:17](=[O:23])[CH2:18][C:19]([F:22])([F:21])[F:20])=[CH:12][CH:11]=3)[N:3]=2)=[N:27][CH:26]=[N:25]1. The yield is 0.340. (2) The reactants are [H-].[H-].[H-].[H-].[Li+].[Al+3].[CH3:7][C:8]([C:15]1[NH:16][C:17]2[C:22]([CH:23]=1)=[CH:21][C:20]([N+:24]([O-:26])=[O:25])=[CH:19][CH:18]=2)([CH3:14])[C:9](OCC)=[O:10].O.[OH-].[Na+]. The catalyst is C1COCC1. The product is [CH3:14][C:8]([C:15]1[NH:16][C:17]2[C:22]([CH:23]=1)=[CH:21][C:20]([N+:24]([O-:26])=[O:25])=[CH:19][CH:18]=2)([CH3:7])[CH2:9][OH:10]. The yield is 0.580. (3) The reactants are Cl[C:2]1[N:7]=[C:6]([C:8]2[N:12]3[CH:13]=[CH:14][CH:15]=[CH:16][C:11]3=[N:10][C:9]=2[C:17]2[CH:18]=[CH:19][C:20]([O:34][CH3:35])=[C:21]([CH:33]=2)[C:22]([NH:24][C:25]2[C:30]([F:31])=[CH:29][CH:28]=[CH:27][C:26]=2[F:32])=[O:23])[CH:5]=[CH:4][N:3]=1.[CH3:36][C:37]1[C:38]([CH:46]2[CH2:51][CH2:50][N:49]([CH2:52][CH2:53][S:54]([CH3:57])(=[O:56])=[O:55])[CH2:48][CH2:47]2)=[CH:39][C:40]([O:44][CH3:45])=[C:41]([CH:43]=1)[NH2:42].C1(C)C=CC(S(O)(=O)=O)=CC=1.C(O)C(F)(F)F.C[O-].[Na+]. The catalyst is C(Cl)Cl. The product is [F:32][C:26]1[CH:27]=[CH:28][CH:29]=[C:30]([F:31])[C:25]=1[NH:24][C:22](=[O:23])[C:21]1[CH:33]=[C:17]([C:9]2[N:10]=[C:11]3[CH:16]=[CH:15][CH:14]=[CH:13][N:12]3[C:8]=2[C:6]2[CH:5]=[CH:4][N:3]=[C:2]([NH:42][C:41]3[CH:43]=[C:37]([CH3:36])[C:38]([CH:46]4[CH2:47][CH2:48][N:49]([CH2:52][CH2:53][S:54]([CH3:57])(=[O:56])=[O:55])[CH2:50][CH2:51]4)=[CH:39][C:40]=3[O:44][CH3:45])[N:7]=2)[CH:18]=[CH:19][C:20]=1[O:34][CH3:35]. The yield is 0.400.